This data is from hERG potassium channel inhibition data for cardiac toxicity prediction from Karim et al.. The task is: Regression/Classification. Given a drug SMILES string, predict its toxicity properties. Task type varies by dataset: regression for continuous values (e.g., LD50, hERG inhibition percentage) or binary classification for toxic/non-toxic outcomes (e.g., AMES mutagenicity, cardiotoxicity, hepatotoxicity). Dataset: herg_karim. The drug is CCN/C(=N\S(=O)(=O)c1cccc(Cl)c1)N1CC(C)(C)C=N1. The result is 0 (non-blocker).